This data is from Forward reaction prediction with 1.9M reactions from USPTO patents (1976-2016). The task is: Predict the product of the given reaction. Given the reactants [F:1][C@H:2]([C:5]1[CH:10]=[CH:9][CH:8]=[C:7]([Br:11])[CH:6]=1)[CH2:3][OH:4].[C:12]1([CH3:22])[CH:17]=[CH:16][C:15]([S:18](Cl)(=[O:20])=[O:19])=[CH:14][CH:13]=1.N1C=CC=CC=1, predict the reaction product. The product is: [Br:11][C:7]1[CH:6]=[C:5]([C@H:2]([F:1])[CH2:3][O:4][S:18]([C:15]2[CH:16]=[CH:17][C:12]([CH3:22])=[CH:13][CH:14]=2)(=[O:20])=[O:19])[CH:10]=[CH:9][CH:8]=1.